This data is from Reaction yield outcomes from USPTO patents with 853,638 reactions. The task is: Predict the reaction yield, written as a fraction of the theoretical maximum amount of product (1.0 means a 100% yield; for example, 0.34 means a 34% yield). (1) The reactants are [Br:1][C:2]1[CH:3]=[C:4]([C:11]([O:13][CH3:14])=[O:12])[C:5]2[CH:6]=[N:7][NH:8][C:9]=2[CH:10]=1.[H-].[Na+].Br[CH:18]([CH3:20])[CH3:19]. The catalyst is CN(C)C=O. The product is [Br:1][C:2]1[CH:3]=[C:4]([C:11]([O:13][CH3:14])=[O:12])[C:5]2[CH:6]=[N:7][N:8]([CH:18]([CH3:20])[CH3:19])[C:9]=2[CH:10]=1.[Br:1][C:2]1[CH:3]=[C:4]([C:11]([O:13][CH3:14])=[O:12])[C:5]2[C:9]([CH:10]=1)=[N:8][N:7]([CH:18]([CH3:20])[CH3:19])[CH:6]=2. The yield is 0.400. (2) The catalyst is CO.[Pd]. The reactants are [C:1]([O:5][C:6]([CH2:8][NH:9][C:10]1[N:15]=[C:14]([C:16]2[CH:21]=[CH:20][C:19](/[CH:22]=[CH:23]/[C:24]([O:26][CH3:27])=[O:25])=[CH:18][C:17]=2[O:28][CH2:29][CH3:30])[CH:13]=[CH:12][CH:11]=1)=[O:7])([CH3:4])([CH3:3])[CH3:2]. The product is [C:1]([O:5][C:6]([CH2:8][NH:9][C:10]1[N:15]=[C:14]([C:16]2[CH:21]=[CH:20][C:19]([CH2:22][CH2:23][C:24]([O:26][CH3:27])=[O:25])=[CH:18][C:17]=2[O:28][CH2:29][CH3:30])[CH:13]=[CH:12][CH:11]=1)=[O:7])([CH3:2])([CH3:4])[CH3:3]. The yield is 1.00. (3) The reactants are C(O)(C(F)(F)F)=O.[NH2:8][CH2:9][CH2:10][NH:11][C:12](=[O:19])[C:13]1[CH:18]=[CH:17][CH:16]=[N:15][CH:14]=1.[C:20](O)(=[O:40])[CH2:21][CH2:22][CH2:23]/[CH:24]=[CH:25]\[CH2:26]/[CH:27]=[CH:28]\[CH2:29]/[CH:30]=[CH:31]\[CH2:32]/[CH:33]=[CH:34]\[CH2:35]/[CH:36]=[CH:37]\[CH2:38][CH3:39].CN(C(ON1N=NC2C=CC=NC1=2)=[N+](C)C)C.F[P-](F)(F)(F)(F)F.CCN(C(C)C)C(C)C. The catalyst is CC#N.CCOC(C)=O. The product is [C:20]([NH:8][CH2:9][CH2:10][NH:11][C:12](=[O:19])[C:13]1[CH:18]=[CH:17][CH:16]=[N:15][CH:14]=1)(=[O:40])[CH2:21][CH2:22][CH2:23]/[CH:24]=[CH:25]\[CH2:26]/[CH:27]=[CH:28]\[CH2:29]/[CH:30]=[CH:31]\[CH2:32]/[CH:33]=[CH:34]\[CH2:35]/[CH:36]=[CH:37]\[CH2:38][CH3:39]. The yield is 0.620. (4) The reactants are [CH2:1]([O:3][C:4]([CH:6]1[CH2:11][CH2:10][N:9]([CH2:12][CH2:13][C:14]#[N:15])[CH2:8][CH2:7]1)=[O:5])[CH3:2].C(O)C.Cl.[F:20][C:21]1[C:22](N)=[C:23]([NH2:27])[CH:24]=[CH:25][CH:26]=1.C(=O)(O)[O-].[Na+]. The catalyst is C(Cl)(Cl)Cl. The product is [CH2:1]([O:3][C:4]([CH:6]1[CH2:7][CH2:8][N:9]([CH2:12][CH2:13][C:14]2[NH:27][C:23]3[CH:24]=[CH:25][CH:26]=[C:21]([F:20])[C:22]=3[N:15]=2)[CH2:10][CH2:11]1)=[O:5])[CH3:2]. The yield is 0.550. (5) The reactants are [CH2:1]([O:8][C:9]1[CH:10]=[CH:11][C:12]2=[C:13]([CH:24]=1)[O:14][CH2:15][CH2:16][C:17]([C:19](OCC)=[O:20])=[CH:18]2)[C:2]1[CH:7]=[CH:6][CH:5]=[CH:4][CH:3]=1.[H-].[H-].[H-].[H-].[Li+].[Al+3]. The catalyst is C1COCC1. The product is [CH2:1]([O:8][C:9]1[CH:10]=[CH:11][C:12]2=[C:13]([CH:24]=1)[O:14][CH2:15][CH2:16][C:17]([CH2:19][OH:20])=[CH:18]2)[C:2]1[CH:3]=[CH:4][CH:5]=[CH:6][CH:7]=1. The yield is 0.950. (6) The reactants are [CH:1]([N:4]([C:11]([C:13]1[N:22]=[C:21]2[N:15]([CH2:16][CH2:17][O:18][C:19]3[CH:26]=[C:25]([Br:27])[CH:24]=[CH:23][C:20]=32)[CH:14]=1)=O)[NH:5][C:6](=O)[CH2:7][O:8][CH3:9])([CH3:3])[CH3:2].C(O)(=O)C.[Cl-].[NH4+:33]. The catalyst is O(Cl)Cl.[P+5]. The product is [Br:27][C:25]1[CH:24]=[CH:23][C:20]2[C:21]3[N:15]([CH2:16][CH2:17][O:18][C:19]=2[CH:26]=1)[CH:14]=[C:13]([C:11]1[N:4]([CH:1]([CH3:3])[CH3:2])[N:5]=[C:6]([CH2:7][O:8][CH3:9])[N:33]=1)[N:22]=3. The yield is 0.760. (7) The reactants are [CH3:1]C(C)([O-])C.[K+].[CH2:7]([OH:19])[CH2:8][O:9][CH2:10][CH2:11][O:12][CH2:13][CH2:14][O:15][CH2:16][CH2:17][OH:18].[Cl-].C[CH:22]([OH:40])[CH2:23][O:24][CH2:25][CH2:26][O:27][CH2:28][CH2:29][O:30][CH2:31][CH2:32][O:33][CH2:34][CH2:35][O:36][CH2:37][CH2:38]O.Cl. No catalyst specified. The product is [CH3:1][O:18][CH2:17][CH2:16][O:15][CH2:14][CH2:13][O:12][CH2:11][CH2:10][O:9][CH2:8][CH2:7][O:19][CH2:38][CH2:37][O:36][CH2:35][CH2:34][O:33][CH2:32][CH2:31][O:30][CH2:29][CH2:28][O:27][CH2:26][CH2:25][O:24][CH2:23][CH2:22][OH:40]. The yield is 0.450. (8) The reactants are Br[C:2]1[CH:7]=[CH:6][C:5]([C:8]([C:15]2[CH:16]=[N:17][CH:18]=[N:19][CH:20]=2)([O:13][CH3:14])[C:9]([CH3:12])([CH3:11])[CH3:10])=[C:4]([F:21])[CH:3]=1.[F:22][C:23]([F:35])([F:34])[O:24][C:25]1[CH:30]=[CH:29][C:28](B(O)O)=[CH:27][CH:26]=1.C([O-])([O-])=O.[K+].[K+].CN(C=O)C. The catalyst is C1C=CC([P]([Pd]([P](C2C=CC=CC=2)(C2C=CC=CC=2)C2C=CC=CC=2)([P](C2C=CC=CC=2)(C2C=CC=CC=2)C2C=CC=CC=2)[P](C2C=CC=CC=2)(C2C=CC=CC=2)C2C=CC=CC=2)(C2C=CC=CC=2)C2C=CC=CC=2)=CC=1.O. The product is [F:21][C:4]1[CH:3]=[C:2]([C:28]2[CH:27]=[CH:26][C:25]([O:24][C:23]([F:22])([F:34])[F:35])=[CH:30][CH:29]=2)[CH:7]=[CH:6][C:5]=1[C:8]([C:15]1[CH:16]=[N:17][CH:18]=[N:19][CH:20]=1)([O:13][CH3:14])[C:9]([CH3:12])([CH3:11])[CH3:10]. The yield is 0.980. (9) The reactants are [CH:1]1([C:7]([N:9]([CH3:37])[CH2:10][CH2:11][O:12][C:13]2[CH:18]=[CH:17][C:16]([CH2:19][C@H:20]([NH:25][C:26]3[S:27][CH:28]=[C:29]([C:31]4[CH:36]=[CH:35][CH:34]=[CH:33][CH:32]=4)[N:30]=3)[C:21]([O:23]C)=[O:22])=[CH:15][CH:14]=2)=[O:8])[CH2:6][CH2:5][CH2:4][CH2:3][CH2:2]1.[Li+].[OH-].Cl.O. The catalyst is C1COCC1.CO.O. The product is [CH:1]1([C:7]([N:9]([CH3:37])[CH2:10][CH2:11][O:12][C:13]2[CH:18]=[CH:17][C:16]([CH2:19][C@H:20]([NH:25][C:26]3[S:27][CH:28]=[C:29]([C:31]4[CH:36]=[CH:35][CH:34]=[CH:33][CH:32]=4)[N:30]=3)[C:21]([OH:23])=[O:22])=[CH:15][CH:14]=2)=[O:8])[CH2:6][CH2:5][CH2:4][CH2:3][CH2:2]1. The yield is 0.420. (10) No catalyst specified. The product is [F:43][C:42]([F:45])([F:44])[C:40]([OH:46])=[O:41].[NH2:7][C:8]1[CH:13]=[CH:12][C:11]([CH:14]2[CH2:19][N:18]([CH3:20])[C:17](=[O:21])[N:16]([CH3:22])[CH2:15]2)=[CH:10][C:9]=1[Br:31]. The reactants are C(OC(=O)[NH:7][C:8]1[CH:13]=[CH:12][C:11]([CH:14]2[CH2:19][N:18]([CH3:20])[C:17](=[O:21])[N:16]([CH3:22])[CH2:15]2)=[CH:10][CH:9]=1)(C)(C)C.C1C(=O)N([Br:31])C(=O)C1.C(Cl)Cl.C([O-])(O)=O.[Na+].[C:40]([OH:46])([C:42]([F:45])([F:44])[F:43])=[O:41]. The yield is 0.920.